From a dataset of Reaction yield outcomes from USPTO patents with 853,638 reactions. Predict the reaction yield, written as a fraction of the theoretical maximum amount of product (1.0 means a 100% yield; for example, 0.34 means a 34% yield). (1) The reactants are [CH3:1][O:2][C:3]1[CH:8]=[C:7]([CH3:9])[C:6]([S:10](Cl)(=[O:12])=[O:11])=[C:5]([CH3:14])[CH:4]=1.[CH3:15][C:16]1[N:20]2[CH2:21][CH2:22][NH:23][CH:24]([CH2:25][OH:26])[C:19]2=[CH:18][CH:17]=1. The catalyst is C(Cl)Cl. The product is [CH3:1][O:2][C:3]1[CH:8]=[C:7]([CH3:9])[C:6]([S:10]([N:23]2[CH2:22][CH2:21][N:20]3[C:16]([CH3:15])=[CH:17][CH:18]=[C:19]3[CH:24]2[CH2:25][OH:26])(=[O:12])=[O:11])=[C:5]([CH3:14])[CH:4]=1. The yield is 0.510. (2) The reactants are [Br:1][C:2]1[CH:3]=[C:4]([CH2:7][NH:8][CH3:9])[S:5][CH:6]=1.[C:18](O[C:18]([O:20][C:21]([CH3:24])([CH3:23])[CH3:22])=[O:19])([O:20][C:21]([CH3:24])([CH3:23])[CH3:22])=[O:19].O. The catalyst is ClCCl.C(N(CC)CC)C. The product is [Br:1][C:2]1[CH:3]=[C:4]([CH2:7][N:8]([CH3:9])[C:18](=[O:19])[O:20][C:21]([CH3:22])([CH3:23])[CH3:24])[S:5][CH:6]=1. The yield is 0.490. (3) The reactants are [Br:1][C:2]1[CH:3]=[C:4]([CH2:8][C:9]#[N:10])[CH:5]=[CH:6][CH:7]=1.[H-].[Na+].[CH3:13]I. The catalyst is O1CCCC1.C(OCC)(=O)C. The product is [Br:1][C:2]1[CH:3]=[C:4]([CH:8]([CH3:13])[C:9]#[N:10])[CH:5]=[CH:6][CH:7]=1. The yield is 0.550. (4) The yield is 0.750. The catalyst is C(O)(=O)C. The reactants are [NH2:1][C:2]1[NH:6][N:5]=[CH:4][C:3]=1[C:7]([C:9]1[S:10][CH:11]=[CH:12][CH:13]=1)=[O:8].CN(C)[CH:16]=[CH:17][C:18]([C:20]1[CH:21]=[CH:22][C:23]([F:31])=[C:24]([N:26]([CH3:30])[C:27](=[O:29])[CH3:28])[CH:25]=1)=O.C(OCC)(=O)C. The product is [F:31][C:23]1[CH:22]=[CH:21][C:20]([C:18]2[N:6]3[N:5]=[CH:4][C:3]([C:7]([C:9]4[S:10][CH:11]=[CH:12][CH:13]=4)=[O:8])=[C:2]3[N:1]=[CH:16][CH:17]=2)=[CH:25][C:24]=1[N:26]([CH3:30])[C:27](=[O:29])[CH3:28]. (5) The reactants are [CH3:1][C@H:2]1[CH2:7][N:6]([C:8]2[C:17]3[C:12](=[CH:13][CH:14]=[C:15]([O:18][CH3:19])[CH:16]=3)[C:11](=O)[NH:10][CH:9]=2)[CH2:5][C@@H:4]([CH3:21])[O:3]1.O=P(Cl)(Cl)[Cl:24]. No catalyst specified. The product is [Cl:24][C:11]1[C:12]2[C:17](=[CH:16][C:15]([O:18][CH3:19])=[CH:14][CH:13]=2)[C:8]([N:6]2[CH2:7][CH:2]([CH3:1])[O:3][CH:4]([CH3:21])[CH2:5]2)=[CH:9][N:10]=1. The yield is 0.490. (6) The reactants are [Cl:1][C:2]1[CH:7]=[CH:6][C:5]([CH2:8][C@@H:9]([NH:33]C(=O)OC(C)(C)C)[C:10](=[O:32])[N:11]2[CH2:16][CH2:15][N:14]([C:17]3[C:22]([C:23]4[CH:28]=[CH:27][CH:26]=[CH:25][CH:24]=4)=[CH:21][N:20]=[C:19]4[NH:29][CH:30]=[CH:31][C:18]=34)[CH2:13][CH2:12]2)=[CH:4][CH:3]=1.C(O)(C(F)(F)F)=O.C1(N)C(F)=C(F)C(F)=C(N)C=1F.Cl.Cl. The catalyst is C(Cl)Cl. The product is [NH2:33][C@H:9]([CH2:8][C:5]1[CH:4]=[CH:3][C:2]([Cl:1])=[CH:7][CH:6]=1)[C:10]([N:11]1[CH2:16][CH2:15][N:14]([C:17]2[C:22]([C:23]3[CH:24]=[CH:25][CH:26]=[CH:27][CH:28]=3)=[CH:21][N:20]=[C:19]3[NH:29][CH:30]=[CH:31][C:18]=23)[CH2:13][CH2:12]1)=[O:32]. The yield is 0.790. (7) The reactants are [NH:1]1[CH2:6][CH2:5][NH:4][CH2:3][C:2]1=[O:7].[Cl:8][C:9]1[CH:14]=[CH:13][C:12]([CH2:15][CH2:16]Cl)=[CH:11][CH:10]=1.C([O-])([O-])=O.[K+].[K+]. The catalyst is CS(C)=O. The product is [Cl:8][C:9]1[CH:14]=[CH:13][C:12]([CH2:15][CH2:16][N:4]2[CH2:5][CH2:6][NH:1][C:2](=[O:7])[CH2:3]2)=[CH:11][CH:10]=1. The yield is 0.600.